Dataset: NCI-60 drug combinations with 297,098 pairs across 59 cell lines. Task: Regression. Given two drug SMILES strings and cell line genomic features, predict the synergy score measuring deviation from expected non-interaction effect. (1) Drug 1: CN(C)C1=NC(=NC(=N1)N(C)C)N(C)C. Drug 2: C1CN1P(=S)(N2CC2)N3CC3. Cell line: HCT-15. Synergy scores: CSS=15.1, Synergy_ZIP=-2.79, Synergy_Bliss=2.58, Synergy_Loewe=-10.7, Synergy_HSA=-0.109. (2) Drug 1: C1CC(=O)NC(=O)C1N2CC3=C(C2=O)C=CC=C3N. Drug 2: C1=NC2=C(N=C(N=C2N1C3C(C(C(O3)CO)O)F)Cl)N. Cell line: LOX IMVI. Synergy scores: CSS=36.1, Synergy_ZIP=1.78, Synergy_Bliss=0.584, Synergy_Loewe=-0.768, Synergy_HSA=-0.713. (3) Drug 1: CCC1=CC2CC(C3=C(CN(C2)C1)C4=CC=CC=C4N3)(C5=C(C=C6C(=C5)C78CCN9C7C(C=CC9)(C(C(C8N6C)(C(=O)OC)O)OC(=O)C)CC)OC)C(=O)OC.C(C(C(=O)O)O)(C(=O)O)O. Drug 2: C(=O)(N)NO. Cell line: DU-145. Synergy scores: CSS=59.2, Synergy_ZIP=-1.06, Synergy_Bliss=-1.63, Synergy_Loewe=-54.8, Synergy_HSA=-1.12. (4) Drug 1: CCC1=C2CN3C(=CC4=C(C3=O)COC(=O)C4(CC)O)C2=NC5=C1C=C(C=C5)O. Drug 2: C1CN(CCN1C(=O)CCBr)C(=O)CCBr. Cell line: SK-OV-3. Synergy scores: CSS=19.3, Synergy_ZIP=-7.52, Synergy_Bliss=3.22, Synergy_Loewe=-2.91, Synergy_HSA=1.93. (5) Drug 1: CC1=C2C(C(=O)C3(C(CC4C(C3C(C(C2(C)C)(CC1OC(=O)C(C(C5=CC=CC=C5)NC(=O)C6=CC=CC=C6)O)O)OC(=O)C7=CC=CC=C7)(CO4)OC(=O)C)O)C)OC(=O)C. Drug 2: CCN(CC)CCNC(=O)C1=C(NC(=C1C)C=C2C3=C(C=CC(=C3)F)NC2=O)C. Cell line: OVCAR-8. Synergy scores: CSS=-2.31, Synergy_ZIP=9.60, Synergy_Bliss=5.87, Synergy_Loewe=6.66, Synergy_HSA=5.91. (6) Drug 1: CN(CC1=CN=C2C(=N1)C(=NC(=N2)N)N)C3=CC=C(C=C3)C(=O)NC(CCC(=O)O)C(=O)O. Drug 2: CN1C=C(C=N1)C2=C3N=C(C(=C(N3N=C2)N)Br)C4CCCNC4. Cell line: NCI-H460. Synergy scores: CSS=45.8, Synergy_ZIP=2.55, Synergy_Bliss=0.572, Synergy_Loewe=-2.52, Synergy_HSA=1.81. (7) Drug 1: CC12CCC(CC1=CCC3C2CCC4(C3CC=C4C5=CN=CC=C5)C)O. Drug 2: C1=CC(=CC=C1C#N)C(C2=CC=C(C=C2)C#N)N3C=NC=N3. Cell line: K-562. Synergy scores: CSS=22.3, Synergy_ZIP=1.79, Synergy_Bliss=7.18, Synergy_Loewe=-0.983, Synergy_HSA=6.21. (8) Drug 1: C1=CC(=C2C(=C1NCCNCCO)C(=O)C3=C(C=CC(=C3C2=O)O)O)NCCNCCO. Drug 2: CN1C(=O)N2C=NC(=C2N=N1)C(=O)N. Cell line: HS 578T. Synergy scores: CSS=33.5, Synergy_ZIP=3.16, Synergy_Bliss=3.21, Synergy_Loewe=-22.5, Synergy_HSA=2.44. (9) Drug 1: CCC1=C2CN3C(=CC4=C(C3=O)COC(=O)C4(CC)O)C2=NC5=C1C=C(C=C5)O. Drug 2: C(CC(=O)O)C(=O)CN.Cl. Cell line: SK-OV-3. Synergy scores: CSS=34.3, Synergy_ZIP=-6.29, Synergy_Bliss=3.38, Synergy_Loewe=-6.97, Synergy_HSA=2.92.